This data is from Forward reaction prediction with 1.9M reactions from USPTO patents (1976-2016). The task is: Predict the product of the given reaction. (1) Given the reactants C(N(CC)CC)C.[CH3:8][C:9]1[CH:32]=[CH:31][CH:30]=[C:29]([CH3:33])[C:10]=1[CH2:11][O:12][C:13]1[CH:14]=[C:15]([C:19](=[O:28])[CH:20](Br)[CH2:21][C:22]([O:24][CH2:25][CH3:26])=[O:23])[CH:16]=[CH:17][CH:18]=1, predict the reaction product. The product is: [CH3:33][C:29]1[CH:30]=[CH:31][CH:32]=[C:9]([CH3:8])[C:10]=1[CH2:11][O:12][C:13]1[CH:14]=[C:15]([C:19](=[O:28])[CH:20]=[CH:21][C:22]([O:24][CH2:25][CH3:26])=[O:23])[CH:16]=[CH:17][CH:18]=1. (2) Given the reactants C1(OC)C=CC=CC=1.FC(F)(F)C(O)=O.[NH2:16][C:17]1[S:18][CH:19]=[C:20]([C:22](=[N:52][O:53][C:54](C(O)=O)(C)C)[C:23]([NH:25][CH:26]2[C:50](=[O:51])[N:28]3[C:29]([C:47]([OH:49])=[O:48])=[C:30]([CH:33]=[CH:34][C:35]4[CH:40]=[CH:39][C:38]([N+:41]([O-:43])=[O:42])=[CH:37][C:36]=4[N+]([O-])=O)[CH2:31][S:32][C@H:27]23)=[O:24])[N:21]=1, predict the reaction product. The product is: [NH2:16][C:17]1[S:18][CH:19]=[C:20]([C:22](=[N:52][O:53][CH3:54])[C:23]([NH:25][CH:26]2[C:50](=[O:51])[N:28]3[C:29]([C:47]([OH:49])=[O:48])=[C:30]([CH:33]=[CH:34][C:35]4[CH:40]=[CH:39][C:38]([N+:41]([O-:43])=[O:42])=[CH:37][CH:36]=4)[CH2:31][S:32][C@H:27]23)=[O:24])[N:21]=1. (3) Given the reactants Cl[C:2]1[CH:7]=[C:6](Cl)[N:5]=[C:4]([C:9]2[CH:14]=[CH:13][CH:12]=[CH:11][CH:10]=2)[N:3]=1.[C:15]1(B(O)O)[CH:20]=[CH:19][CH:18]=[CH:17][CH:16]=1.C[O:25][C:26](=[O:41])[CH2:27][CH2:28][C:29]([C:31]1[C:39]2[C:34](=[CH:35][CH:36]=[C:37]([Cl:40])[CH:38]=2)[NH:33][CH:32]=1)=[O:30], predict the reaction product. The product is: [Cl:40][C:37]1[CH:38]=[C:39]2[C:34](=[CH:35][CH:36]=1)[N:33]([C:2]1[CH:7]=[C:6]([C:15]3[CH:20]=[CH:19][CH:18]=[CH:17][CH:16]=3)[N:5]=[C:4]([C:9]3[CH:14]=[CH:13][CH:12]=[CH:11][CH:10]=3)[N:3]=1)[CH:32]=[C:31]2[C:29](=[O:30])[CH2:28][CH2:27][C:26]([OH:25])=[O:41]. (4) Given the reactants [F:1][C:2]1[CH:7]=[C:6]([F:8])[CH:5]=[CH:4][C:3]=1[CH2:9][NH:10][C:11]([C:13]1[C:14](=[O:34])[C:15]([OH:33])=[C:16]2[C:30](=[O:31])[N:20]3[C@@H:21]([CH3:29])[CH2:22][CH2:23][N:24]([CH2:25][CH:26]([CH3:28])[CH3:27])[C@@H:19]3[CH2:18][N:17]2[CH:32]=1)=[O:12].N[C@@H](C)CCN[CH2:40][CH:41]([CH3:43])[CH3:42].[C:45](O)(=O)[CH3:46].[Cl:49][CH2:50]Cl, predict the reaction product. The product is: [ClH:49].[ClH:49].[NH2:20][C@@H:21]([CH3:29])[CH2:22][CH2:23][NH:24][CH2:25][CH:26]([CH3:28])[CH3:27].[F:1][C:2]1[CH:7]=[C:6]([F:8])[CH:5]=[CH:4][C:3]=1[CH2:9][NH:10][C:11]([C:13]1[C:14](=[O:34])[C:15]([O:33][CH2:43][C:41]2[CH:40]=[CH:46][CH:45]=[CH:50][CH:42]=2)=[C:16]2[C:30](=[O:31])[N:20]3[C@@H:21]([CH3:29])[CH2:22][CH2:23][N:24]([CH2:25][CH:26]([CH3:27])[CH3:28])[C@@H:19]3[CH2:18][N:17]2[CH:32]=1)=[O:12]. (5) The product is: [CH3:1][O:2][C:3]1[CH:4]=[C:5]2[C:10](=[CH:11][CH:12]=1)[CH:9]=[C:8]([NH2:16])[CH:7]=[CH:6]2. Given the reactants [CH3:1][O:2][C:3]1[CH:4]=[C:5]2[C:10](=[CH:11][CH:12]=1)[CH:9]=[C:8](C(O)=O)[CH:7]=[CH:6]2.[N-:16]=[N+]=[N-].[Na+], predict the reaction product. (6) Given the reactants [CH3:1][N:2]([CH:4]=O)[CH3:3].C([N:8]([CH2:11]C)[CH2:9]C)C.C1[CH2:17][O:16][CH2:15][CH2:14]1, predict the reaction product. The product is: [CH3:17][O:16][CH2:15][CH2:14][CH2:4][N:2]1[CH2:1][CH2:9][NH:8][CH2:11][CH2:3]1.